From a dataset of Reaction yield outcomes from USPTO patents with 853,638 reactions. Predict the reaction yield, written as a fraction of the theoretical maximum amount of product (1.0 means a 100% yield; for example, 0.34 means a 34% yield). The reactants are Br[C:2]1[CH:3]=[C:4]([N:13]([CH2:20][CH3:21])[CH:14]2[CH2:19][CH2:18][O:17][CH2:16][CH2:15]2)[C:5]([CH3:12])=[C:6]([CH:11]=1)[C:7]([O:9][CH3:10])=[O:8].[B:22]1([B:22]2[O:26][C:25]([CH3:28])([CH3:27])[C:24]([CH3:30])([CH3:29])[O:23]2)[O:26][C:25]([CH3:28])([CH3:27])[C:24]([CH3:30])([CH3:29])[O:23]1.C([O-])(=O)C.[K+].C(OCC)(=O)C. The catalyst is CS(C)=O.C1C=CC(P(C2C=CC=CC=2)[C-]2C=CC=C2)=CC=1.C1C=CC(P(C2C=CC=CC=2)[C-]2C=CC=C2)=CC=1.Cl[Pd]Cl.[Fe+2].O. The product is [CH2:20]([N:13]([CH:14]1[CH2:19][CH2:18][O:17][CH2:16][CH2:15]1)[C:4]1[C:5]([CH3:12])=[C:6]([CH:11]=[C:2]([B:22]2[O:26][C:25]([CH3:28])([CH3:27])[C:24]([CH3:30])([CH3:29])[O:23]2)[CH:3]=1)[C:7]([O:9][CH3:10])=[O:8])[CH3:21]. The yield is 0.880.